Predict which catalyst facilitates the given reaction. From a dataset of Catalyst prediction with 721,799 reactions and 888 catalyst types from USPTO. (1) The catalyst class is: 3. Product: [F:16][C:8]([F:17])([C:9]1[CH:14]=[CH:13][C:12]([F:15])=[CH:11][CH:10]=1)[C:6]1[N:7]=[C:2]([NH:28][C:25]2[CH:24]=[C:23]([CH3:22])[NH:27][N:26]=2)[C:3]2[C:4](=[N:18][N:19]([CH3:21])[CH:20]=2)[N:5]=1. Reactant: Cl[C:2]1[C:3]2[C:4](=[N:18][N:19]([CH3:21])[CH:20]=2)[N:5]=[C:6]([C:8]([F:17])([F:16])[C:9]2[CH:14]=[CH:13][C:12]([F:15])=[CH:11][CH:10]=2)[N:7]=1.[CH3:22][C:23]1[NH:27][N:26]=[C:25]([NH2:28])[CH:24]=1.Cl.O1CCOCC1.O. (2) Reactant: [F:1][C:2]([F:29])([F:28])/[C:3](/[C:14]1[CH:19]=[CH:18][C:17]([O:20][CH2:21][CH2:22][CH2:23][C:24]([F:27])([F:26])[F:25])=[CH:16][CH:15]=1)=[CH:4]\[C:5]([C:7]1[CH:12]=[CH:11][C:10]([CH3:13])=[CH:9][CH:8]=1)=[O:6].[NH4+:30].[OH-]. Product: [NH2:30][C@@:3]([C:14]1[CH:19]=[CH:18][C:17]([O:20][CH2:21][CH2:22][CH2:23][C:24]([F:25])([F:26])[F:27])=[CH:16][CH:15]=1)([C:2]([F:28])([F:29])[F:1])[CH2:4][C:5]([C:7]1[CH:8]=[CH:9][C:10]([CH3:13])=[CH:11][CH:12]=1)=[O:6]. The catalyst class is: 197. (3) Reactant: [NH2:1][C:2]1[S:3][CH:4]=[CH:5][N:6]=1.[C:7]([N+:11]#[C-:12])([CH3:10])([CH3:9])[CH3:8].[CH:13](=O)[C:14]1[CH:19]=[CH:18][CH:17]=[CH:16][CH:15]=1.[C:21]([Cl:24])(=[O:23])[CH3:22]. Product: [Cl-:24].[C:21]([N+:1]1[C:13]([C:14]2[CH:19]=[CH:18][CH:17]=[CH:16][CH:15]=2)=[C:12]([NH:11][C:7]([CH3:10])([CH3:9])[CH3:8])[N:6]2[CH:5]=[CH:4][S:3][C:2]=12)(=[O:23])[CH3:22]. The catalyst class is: 519. (4) Reactant: [OH-].[Na+].[Br:3][C:4]1[CH:9]=[CH:8][C:7]([CH2:10][CH:11]([NH:32][C:33]([N:35]2[CH2:40][CH2:39][CH:38]([N:41]3[CH2:50][C:49]4[C:44](=[CH:45][CH:46]=[CH:47][CH:48]=4)[NH:43][C:42]3=[O:51])[CH2:37][CH2:36]2)=[O:34])[C:12]([N:14]2[CH2:19][CH2:18][CH:17]([N:20]3[CH2:25][CH2:24][N:23]([CH2:26][C:27]([O:29]CC)=[O:28])[CH2:22][CH2:21]3)[CH2:16][CH2:15]2)=[O:13])=[CH:6][C:5]=1[CH3:52].Cl. Product: [Br:3][C:4]1[CH:9]=[CH:8][C:7]([CH2:10][CH:11]([NH:32][C:33]([N:35]2[CH2:36][CH2:37][CH:38]([N:41]3[CH2:50][C:49]4[C:44](=[CH:45][CH:46]=[CH:47][CH:48]=4)[NH:43][C:42]3=[O:51])[CH2:39][CH2:40]2)=[O:34])[C:12]([N:14]2[CH2:19][CH2:18][CH:17]([N:20]3[CH2:25][CH2:24][N:23]([CH2:26][C:27]([OH:29])=[O:28])[CH2:22][CH2:21]3)[CH2:16][CH2:15]2)=[O:13])=[CH:6][C:5]=1[CH3:52]. The catalyst class is: 1. (5) Reactant: Br[C:2]1[NH:3][C:4]2[C:9]([C:10]=1[CH:11]1[CH2:16][CH2:15][CH2:14][CH2:13][CH2:12]1)=[CH:8][CH:7]=[C:6]([C:17]([O:19][CH3:20])=[O:18])[CH:5]=2.[CH2:21]([O:28][C:29]1[CH:30]=[CH:31][C:32](B2OC(C)(C)C(C)(C)O2)=[C:33]([NH2:35])[CH:34]=1)[C:22]1[CH:27]=[CH:26][CH:25]=[CH:24][CH:23]=1.C(=O)([O-])O.[Na+].[Cl-].[NH4+]. Product: [NH2:35][C:33]1[CH:34]=[C:29]([O:28][CH2:21][C:22]2[CH:27]=[CH:26][CH:25]=[CH:24][CH:23]=2)[CH:30]=[CH:31][C:32]=1[C:2]1[NH:3][C:4]2[C:9]([C:10]=1[CH:11]1[CH2:16][CH2:15][CH2:14][CH2:13][CH2:12]1)=[CH:8][CH:7]=[C:6]([C:17]([O:19][CH3:20])=[O:18])[CH:5]=2. The catalyst class is: 108. (6) Reactant: COC1C=C(OC)C=CC=1C[N:6]([C:35]1[CH:40]=[CH:39][N:38]=[CH:37][N:36]=1)[S:7]([C:10]1[CH:15]=[CH:14][C:13]([O:16][C@H:17]2[CH2:22][CH2:21][CH2:20][CH2:19][C@@H:18]2[C:23]2[CH:24]=[N:25][N:26](C3CCCCO3)[CH:27]=2)=[CH:12][C:11]=1[F:34])(=[O:9])=[O:8].C([SiH](CC)CC)C.FC(F)(F)C(O)=O.ClCCl. Product: [F:34][C:11]1[CH:12]=[C:13]([O:16][C@H:17]2[CH2:22][CH2:21][CH2:20][CH2:19][C@@H:18]2[C:23]2[CH:24]=[N:25][NH:26][CH:27]=2)[CH:14]=[CH:15][C:10]=1[S:7]([NH:6][C:35]1[CH:40]=[CH:39][N:38]=[CH:37][N:36]=1)(=[O:8])=[O:9]. The catalyst class is: 5.